This data is from Forward reaction prediction with 1.9M reactions from USPTO patents (1976-2016). The task is: Predict the product of the given reaction. (1) Given the reactants Br[C:2]1[CH:32]=[N:31][CH:30]=[CH:29][C:3]=1[C:4]([N:6]1[CH2:11][CH2:10][C:9]2([CH2:16][CH2:15][N:14]([CH2:17][C:18]3[C:23]4[CH2:24][C:25]([CH3:28])([CH3:27])[O:26][C:22]=4[CH:21]=[CH:20][CH:19]=3)[CH2:13][CH2:12]2)[CH2:8][CH2:7]1)=[O:5].[C:33]([NH2:37])(=[O:36])[CH:34]=[CH2:35].C(N(CC)CC)C, predict the reaction product. The product is: [CH3:28][C:25]1([CH3:27])[CH2:24][C:23]2[C:18]([CH2:17][N:14]3[CH2:13][CH2:12][C:9]4([CH2:8][CH2:7][N:6]([C:4]([C:3]5[CH:29]=[CH:30][N:31]=[CH:32][C:2]=5/[CH:35]=[CH:34]/[C:33]([NH2:37])=[O:36])=[O:5])[CH2:11][CH2:10]4)[CH2:16][CH2:15]3)=[CH:19][CH:20]=[CH:21][C:22]=2[O:26]1. (2) Given the reactants [F:1][C:2]1([F:8])[CH2:7][C:4]2([O:6][CH2:5]2)[CH2:3]1.[CH3:9][O:10][C:11]1[CH:16]=[C:15]([N+:17]([O-:19])=[O:18])[CH:14]=[CH:13][C:12]=1[O-:20].[K+], predict the reaction product. The product is: [F:1][C:2]1([F:8])[CH2:7][C:4]([CH2:5][O:20][C:12]2[CH:13]=[CH:14][C:15]([N+:17]([O-:19])=[O:18])=[CH:16][C:11]=2[O:10][CH3:9])([OH:6])[CH2:3]1.